Predict the product of the given reaction. From a dataset of Forward reaction prediction with 1.9M reactions from USPTO patents (1976-2016). (1) Given the reactants [CH:1]([C@H:14]1[N:19]2[CH2:20][CH2:21][N:22]([C:24](=[O:38])[CH2:25][NH:26][C:27](=[O:37])[CH2:28][O:29]CC3C=CC=CC=3)[CH2:23][C@H:18]2[CH2:17][N:16]([CH2:39][C:40]2[CH:45]=[C:44]([N:46]3[C:50]([C:51]([F:54])([F:53])[F:52])=[N:49][N:48]=[N:47]3)[CH:43]=[CH:42][C:41]=2[O:55][CH3:56])[CH2:15]1)([C:8]1[CH:13]=[CH:12][CH:11]=[CH:10][CH:9]=1)[C:2]1[CH:7]=[CH:6][CH:5]=[CH:4][CH:3]=1.[ClH:57], predict the reaction product. The product is: [ClH:57].[ClH:57].[CH:1]([C@H:14]1[N:19]2[CH2:20][CH2:21][N:22]([C:24](=[O:38])[CH2:25][NH:26][C:27](=[O:37])[CH2:28][OH:29])[CH2:23][C@H:18]2[CH2:17][N:16]([CH2:39][C:40]2[CH:45]=[C:44]([N:46]3[C:50]([C:51]([F:54])([F:53])[F:52])=[N:49][N:48]=[N:47]3)[CH:43]=[CH:42][C:41]=2[O:55][CH3:56])[CH2:15]1)([C:8]1[CH:9]=[CH:10][CH:11]=[CH:12][CH:13]=1)[C:2]1[CH:7]=[CH:6][CH:5]=[CH:4][CH:3]=1. (2) The product is: [F:1][C:2]1[CH:7]=[CH:6][CH:5]=[CH:4][C:3]=1[C:8]1[N:9]=[N:10][N:11]([CH3:24])[C:12]=1[CH2:13][O:14][C:15]1[CH:23]=[CH:22][C:18]([C:19]([NH:25][N:26]2[CH2:31][CH2:30][O:29][CH2:28][CH2:27]2)=[O:21])=[CH:17][N:16]=1. Given the reactants [F:1][C:2]1[CH:7]=[CH:6][CH:5]=[CH:4][C:3]=1[C:8]1[N:9]=[N:10][N:11]([CH3:24])[C:12]=1[CH2:13][O:14][C:15]1[CH:23]=[CH:22][C:18]([C:19]([OH:21])=O)=[CH:17][N:16]=1.[NH2:25][N:26]1[CH2:31][CH2:30][O:29][CH2:28][CH2:27]1, predict the reaction product. (3) The product is: [CH3:7][O:8][CH2:9][CH2:10][O:11][C:12]1[CH:17]=[CH:16][N:15]2[C:18]([C:21]3[CH:30]=[CH:29][C:28]4[C:23](=[C:24]([N:31]5[CH2:36][CH2:35][CH:34]([N:2]6[CH2:5][CH:4]([OH:6])[CH2:3]6)[CH2:33][CH2:32]5)[CH:25]=[CH:26][CH:27]=4)[N:22]=3)=[CH:19][N:20]=[C:14]2[CH:13]=1. Given the reactants Cl.[NH:2]1[CH2:5][CH:4]([OH:6])[CH2:3]1.[CH3:7][O:8][CH2:9][CH2:10][O:11][C:12]1[CH:17]=[CH:16][N:15]2[C:18]([C:21]3[CH:30]=[CH:29][C:28]4[C:23](=[C:24]([N:31]5[CH2:36][CH2:35][C:34](=O)[CH2:33][CH2:32]5)[CH:25]=[CH:26][CH:27]=4)[N:22]=3)=[CH:19][N:20]=[C:14]2[CH:13]=1.C(N(C(C)C)C(C)C)C.[BH4-].[Na+].C(=O)(O)[O-].[Na+], predict the reaction product. (4) Given the reactants [NH:1]1[CH:5]=[CH:4][CH:3]=[N:2]1.C(N(CC)CC)C.[CH3:13][N:14]([CH3:19])[S:15](Cl)(=[O:17])=[O:16], predict the reaction product. The product is: [CH3:13][N:14]([CH3:19])[S:15]([N:1]1[CH:5]=[CH:4][CH:3]=[N:2]1)(=[O:17])=[O:16].